Dataset: Forward reaction prediction with 1.9M reactions from USPTO patents (1976-2016). Task: Predict the product of the given reaction. (1) Given the reactants Cl.[F:2][C:3]1[CH:8]=[CH:7][CH:6]=[C:5]([F:9])[C:4]=1[NH:10][NH2:11].[O-]CC.[Na+].[C:16](#[N:19])[CH:17]=[CH2:18], predict the reaction product. The product is: [F:2][C:3]1[CH:8]=[CH:7][CH:6]=[C:5]([F:9])[C:4]=1[N:10]1[CH2:18][CH2:17][C:16]([NH2:19])=[N:11]1. (2) Given the reactants [Br:1][C:2]1[CH:7]=[C:6]([O:8][CH3:9])[C:5]([CH:10]2[C:15](=[O:16])[CH2:14][CH2:13][CH2:12][C:11]2=[O:17])=[C:4]([Cl:18])[CH:3]=1.[C:19](=O)([O-])[O-].[K+].[K+].IC.O, predict the reaction product. The product is: [Br:1][C:2]1[CH:7]=[C:6]([O:8][CH3:9])[C:5]([C:10]2[C:15](=[O:16])[CH2:14][CH2:13][CH2:12][C:11]=2[O:17][CH3:19])=[C:4]([Cl:18])[CH:3]=1. (3) Given the reactants OC1C=CC([C:8]2(C3C=CC(O)=CC=3)[C:20]3C=CC=[CH:16][C:15]=3[C:14]3[C:9]2=[CH:10][CH:11]=[CH:12][CH:13]=3)=CC=1.O1C2C=CC3C(C1=2)=CC1OC=1C=3.[Cl-].C(C1C(CC)=C(C=CC=1)C(CC)(CC)[NH3+])C, predict the reaction product. The product is: [CH:15]1[C:14]2[C:9](=[CH:10][CH:11]=[CH:12][CH:13]=2)[CH:8]=[CH:20][CH:16]=1. (4) Given the reactants [Cl:1][C:2]1[CH:7]=[CH:6][CH:5]=[C:4]([NH:8][C:9](OC)=[O:10])[C:3]=1[CH3:13].P(Cl)(Cl)(Cl)(Cl)Cl, predict the reaction product. The product is: [Cl:1][C:2]1[CH:7]=[CH:6][CH:5]=[C:4]([N:8]=[C:9]=[O:10])[C:3]=1[CH3:13]. (5) Given the reactants [CH2:1]([O:4]C(N1CC=C(C2C(C3C=CN=C(F)C=3)=C(C3C=CC(F)=CC=3)NC=2)CC1)=O)[CH:2]=C.C(O[C:40]([N:42]1[CH2:49][C:48]([F:51])([F:50])[CH2:47][C@H:43]1[C:44](O)=O)=O)C1C=CC=CC=1, predict the reaction product. The product is: [F:51][C:48]1([F:50])[CH2:49][N:42]2[C@@H:43]([CH2:44][C:1](=[O:4])[CH2:2][CH2:40]2)[CH2:47]1. (6) Given the reactants [CH2:1]([SiH:5]([CH:9]([CH3:11])[CH3:10])[CH:6]([CH3:8])[CH3:7])[CH:2]([CH3:4])C.C([SiH](C(C)C)Cl)(C)C, predict the reaction product. The product is: [CH:1]1([SiH:5]([CH:6]([CH3:7])[CH3:8])[CH:9]([CH3:10])[CH3:11])[CH2:2][CH2:4]1. (7) Given the reactants [CH3:1][C:2]12[CH2:12][CH:6]3[CH2:7][C:8]([CH3:11])([CH2:10][C:4]([C:13](O)=[O:14])([CH2:5]3)[CH2:3]1)[CH2:9]2.[S:16]1[CH:20]=[CH:19][CH:18]=[C:17]1[CH2:21][CH2:22][NH2:23].C(N(CC)CC)C.CCN=C=NCCCN(C)C, predict the reaction product. The product is: [S:16]1[CH:20]=[CH:19][CH:18]=[C:17]1[CH2:21][CH2:22][NH:23][C:13]([C:4]12[CH2:10][C:8]3([CH3:11])[CH2:7][CH:6]([CH2:12][C:2]([CH3:1])([CH2:9]3)[CH2:3]1)[CH2:5]2)=[O:14].